Dataset: Tyrosyl-DNA phosphodiesterase HTS with 341,365 compounds. Task: Binary Classification. Given a drug SMILES string, predict its activity (active/inactive) in a high-throughput screening assay against a specified biological target. (1) The compound is S(=O)(=O)(N(C)C)c1cc(NC(=S)N\N=C\C2CCC=CC2)ccc1. The result is 0 (inactive). (2) The compound is S1(=O)(=O)CCN(CC1)CCc1c2c(n(c1)Cc1ccc(F)cc1)cccc2. The result is 0 (inactive). (3) The molecule is O=C(N1CCN(CC1)c1c(c(ccc1)C)C)CCc1onc(n1)c1ccc(OC)cc1. The result is 0 (inactive). (4) The compound is O(c1cc(cc(OC)c1)C(=O)NNC(=O)CCc1ccccc1)C. The result is 0 (inactive).